Dataset: Reaction yield outcomes from USPTO patents with 853,638 reactions. Task: Predict the reaction yield, written as a fraction of the theoretical maximum amount of product (1.0 means a 100% yield; for example, 0.34 means a 34% yield). (1) The reactants are [OH:1][CH2:2][C:3]1([CH2:7][CH3:8])[CH2:6][O:5][CH2:4]1.[Br:9][CH2:10][CH2:11][CH2:12][CH2:13]Br.CCCCCC.[OH-].[Na+]. The catalyst is [Br-].C([N+](CCCC)(CCCC)CCCC)CCC.O. The product is [Br:9][CH2:10][CH2:11][CH2:12][CH2:13][O:1][CH2:2][C:3]1([CH2:7][CH3:8])[CH2:6][O:5][CH2:4]1. The yield is 0.440. (2) The reactants are [NH:1]1[C:9]2[C:4](=[CH:5][CH:6]=[CH:7][CH:8]=2)[C:3](/[CH:10]=[C:11]2\[O:12][C:13]3[C:20]([CH2:21][N:22]4[CH2:27][CH2:26][N:25](C(OC(C)(C)C)=O)[CH2:24][C@@H:23]4[CH3:35])=[C:19]([OH:36])[CH:18]=[CH:17][C:14]=3[C:15]\2=[O:16])=[N:2]1.FC(F)(F)C(O)=O. The catalyst is C(Cl)Cl.C(=O)([O-])O.[Na+]. The product is [NH:1]1[C:9]2[C:4](=[CH:5][CH:6]=[CH:7][CH:8]=2)[C:3](/[CH:10]=[C:11]2\[O:12][C:13]3[C:20]([CH2:21][N:22]4[CH2:27][CH2:26][NH:25][CH2:24][C@@H:23]4[CH3:35])=[C:19]([OH:36])[CH:18]=[CH:17][C:14]=3[C:15]\2=[O:16])=[N:2]1. The yield is 0.170. (3) The reactants are C([N:8]1[CH2:13][CH2:12][C:11]2([N:17]3[N:18]=[C:19]([C:24]4[CH:29]=[CH:28][C:27]([O:30][C:31]5[CH:36]=[CH:35][CH:34]=[CH:33][CH:32]=5)=[CH:26][CH:25]=4)[C:20]([C:21]([NH2:23])=[O:22])=[C:16]3[NH:15][CH2:14]2)[CH2:10][CH2:9]1)C1C=CC=CC=1. The catalyst is CO.CC(O)=O.[OH-].[OH-].[Pd+2]. The product is [O:30]([C:27]1[CH:26]=[CH:25][C:24]([C:19]2[C:20]([C:21]([NH2:23])=[O:22])=[C:16]3[NH:15][CH2:14][C:11]4([CH2:10][CH2:9][NH:8][CH2:13][CH2:12]4)[N:17]3[N:18]=2)=[CH:29][CH:28]=1)[C:31]1[CH:36]=[CH:35][CH:34]=[CH:33][CH:32]=1. The yield is 0.514. (4) The reactants are [CH3:1][O:2][C:3]1[CH:4]=[C:5]([C:11]2[CH:15]=[C:14]([NH2:16])[N:13]([CH3:17])[N:12]=2)[CH:6]=[C:7]([O:9][CH3:10])[CH:8]=1.C([O:20][C:21](=O)[CH2:22][C:23](=O)[CH3:24])C. The catalyst is C(O)(=O)C. The product is [CH3:10][O:9][C:7]1[CH:6]=[C:5]([C:11]2[C:15]3[C:23]([CH3:24])=[CH:22][C:21](=[O:20])[NH:16][C:14]=3[N:13]([CH3:17])[N:12]=2)[CH:4]=[C:3]([O:2][CH3:1])[CH:8]=1. The yield is 0.600. (5) The reactants are Br[C:2]1[CH:3]=[C:4]([CH:8]2[C:17]([CH3:19])([CH3:18])[CH2:16][C:15]3[C:10](=[CH:11][CH:12]=[C:13]([C:20]([OH:22])=[O:21])[CH:14]=3)[NH:9]2)[CH:5]=[CH:6][CH:7]=1.[CH3:23][N:24]1[CH2:28][CH2:27][NH:26][C:25]1=[O:29].Cl.CN(C)CC(O)=O.C(=O)([O-])[O-].[K+].[K+]. The catalyst is CS(C)=O.[Cu]I. The product is [CH3:18][C:17]1([CH3:19])[CH2:16][C:15]2[C:10](=[CH:11][CH:12]=[C:13]([C:20]([OH:22])=[O:21])[CH:14]=2)[NH:9][CH:8]1[C:4]1[CH:5]=[CH:6][CH:7]=[C:2]([N:26]2[CH2:27][CH2:28][N:24]([CH3:23])[C:25]2=[O:29])[CH:3]=1. The yield is 0.0100. (6) The yield is 0.550. The reactants are CS(O[CH2:6][CH2:7][N:8]1[CH:12]=[C:11]([C:13]([F:16])([F:15])[F:14])[N:10]=[C:9]1[CH:17]1[CH2:22][CH2:21][N:20]([C:23]2[C:24]3[C@H:32]([CH3:33])[CH2:31][C:30](=[O:34])[NH:29][C:25]=3[N:26]=[CH:27][N:28]=2)[CH2:19][CH2:18]1)(=O)=O.[C:35]([NH2:39])([CH3:38])([CH3:37])[CH3:36].C(N(CC)CC)C.C(OCC)(=O)C. The product is [C:35]([NH:39][CH2:6][CH2:7][N:8]1[CH:12]=[C:11]([C:13]([F:15])([F:14])[F:16])[N:10]=[C:9]1[CH:17]1[CH2:22][CH2:21][N:20]([C:23]2[C:24]3[C@H:32]([CH3:33])[CH2:31][C:30](=[O:34])[NH:29][C:25]=3[N:26]=[CH:27][N:28]=2)[CH2:19][CH2:18]1)([CH3:38])([CH3:37])[CH3:36]. The catalyst is CN(C)C=O.[Cl-].[Na+]. (7) The yield is 1.00. The product is [NH2:1][C:4]1[CH:5]=[C:6]([C@H:28]2[CH2:29][CH2:30][C@H:31]([CH2:34][C:35]([O:37][CH3:38])=[O:36])[CH2:32][CH2:33]2)[CH:7]=[CH:8][C:9]=1[NH:10][C:11]([C:13]1[O:14][C:15]([NH:18][C:19]2[CH:24]=[C:23]([F:25])[C:22]([F:26])=[CH:21][C:20]=2[F:27])=[N:16][N:17]=1)=[O:12]. The catalyst is [Pd].C1COCC1. The reactants are [N+:1]([C:4]1[CH:5]=[C:6]([C@H:28]2[CH2:33][CH2:32][C@H:31]([CH2:34][C:35]([O:37][CH3:38])=[O:36])[CH2:30][CH2:29]2)[CH:7]=[CH:8][C:9]=1[NH:10][C:11]([C:13]1[O:14][C:15]([NH:18][C:19]2[CH:24]=[C:23]([F:25])[C:22]([F:26])=[CH:21][C:20]=2[F:27])=[N:16][N:17]=1)=[O:12])([O-])=O.CO.O1CCOCC1. (8) The reactants are [Br:1][C:2]1[CH:8]=[CH:7][CH:6]=[C:5]([C:9]([CH3:12])([CH3:11])[CH3:10])[C:3]=1[NH2:4].C(=O)(O)[O-].[Na+].[I:18]I.S([O-])([O-])(=O)=S.[Na+].[Na+]. The catalyst is O. The product is [Br:1][C:2]1[CH:8]=[C:7]([I:18])[CH:6]=[C:5]([C:9]([CH3:12])([CH3:11])[CH3:10])[C:3]=1[NH2:4]. The yield is 0.650. (9) The yield is 0.710. The reactants are [N:1]1[CH:6]=[CH:5][CH:4]=[N:3][C:2]=1[NH:7][C@H:8]1[CH2:13][CH2:12][C@H:11]([OH:14])[CH2:10][CH2:9]1.CC(C)([O-])C.[K+].[NH2:21][C:22]1[CH:29]=[CH:28][CH:27]=[C:26](F)[C:23]=1[C:24]#[N:25].C(=O)(O)[O-]. The product is [NH2:21][C:22]1[CH:29]=[CH:28][CH:27]=[C:26]([O:14][C@H:11]2[CH2:12][CH2:13][C@H:8]([NH:7][C:2]3[N:3]=[CH:4][CH:5]=[CH:6][N:1]=3)[CH2:9][CH2:10]2)[C:23]=1[C:24]#[N:25]. The catalyst is O1CCOCC1.